This data is from Forward reaction prediction with 1.9M reactions from USPTO patents (1976-2016). The task is: Predict the product of the given reaction. (1) Given the reactants [NH2:1][C@H:2]([C:13]([OH:15])=[O:14])[CH2:3][C:4]1[C:12]2[C:7](=[CH:8][CH:9]=[CH:10][CH:11]=2)[NH:6][CH:5]=1.[OH-].[Na+].[CH2:18]=O.Cl, predict the reaction product. The product is: [CH2:18]1[C:5]2[NH:6][C:7]3[C:12](=[CH:11][CH:10]=[CH:9][CH:8]=3)[C:4]=2[CH2:3][CH:2]([C:13]([OH:15])=[O:14])[NH:1]1. (2) The product is: [CH2:20]([C:17]1[CH:18]=[CH:19][C:14]([C:8]2[C:7]([CH2:6][O:5][C:23]3[CH:28]=[CH:27][C:26]([CH2:29][CH2:30][C:31]([OH:33])=[O:32])=[C:25]([CH3:36])[C:24]=3[CH3:37])=[C:11]([O:12][CH3:13])[S:10][N:9]=2)=[CH:15][CH:16]=1)[CH3:21]. Given the reactants CS([O:5][CH2:6][C:7]1[C:8]([C:14]2[CH:19]=[CH:18][C:17]([CH2:20][CH3:21])=[CH:16][CH:15]=2)=[N:9][S:10][C:11]=1[O:12][CH3:13])(=O)=O.O[C:23]1[CH:28]=[CH:27][C:26]([CH2:29][CH2:30][C:31]([O:33]CC)=[O:32])=[C:25]([CH3:36])[C:24]=1[CH3:37], predict the reaction product. (3) Given the reactants FC(F)(F)C([NH:5][C:6]1[CH:7]=[C:8]([CH:13]=[CH:14][C:15]=1[C:16]1[O:20][N:19]=[C:18]([C:21]2[CH:26]=[CH:25][C:24]([C:27]([F:30])([F:29])[F:28])=[CH:23][CH:22]=2)[N:17]=1)[C:9]([O:11]C)=[O:10])=O.[OH-].[Na+].Cl, predict the reaction product. The product is: [NH2:5][C:6]1[CH:7]=[C:8]([CH:13]=[CH:14][C:15]=1[C:16]1[O:20][N:19]=[C:18]([C:21]2[CH:26]=[CH:25][C:24]([C:27]([F:30])([F:29])[F:28])=[CH:23][CH:22]=2)[N:17]=1)[C:9]([OH:11])=[O:10]. (4) Given the reactants [Br:1][C:2]1[CH:7]=[CH:6][C:5]([NH:8][CH:9]=[O:10])=[C:4]([F:11])[CH:3]=1.[N+:12]([O-])([OH:14])=[O:13], predict the reaction product. The product is: [Br:1][C:2]1[CH:7]=[C:6]([N+:12]([O-:14])=[O:13])[C:5]([NH:8][CH:9]=[O:10])=[C:4]([F:11])[CH:3]=1. (5) Given the reactants [H-].[Na+].[CH3:3][O:4][C:5]1[CH:10]=[CH:9][C:8]([OH:11])=[CH:7][CH:6]=1.Cl[C:13]1[C:22]2[C:17](=[CH:18][CH:19]=[CH:20][CH:21]=2)[CH:16]=[C:15]([NH:23][C:24]2[CH:28]=[C:27]([CH3:29])[NH:26][N:25]=2)[N:14]=1.C(O)(=O)C, predict the reaction product. The product is: [CH3:3][O:4][C:5]1[CH:10]=[CH:9][C:8]([O:11][C:13]2[C:22]3[C:17](=[CH:18][CH:19]=[CH:20][CH:21]=3)[CH:16]=[C:15]([NH:23][C:24]3[CH:28]=[C:27]([CH3:29])[NH:26][N:25]=3)[N:14]=2)=[CH:7][CH:6]=1. (6) Given the reactants [C:1]1([C:7]2([CH2:20][O:21][CH2:22][C:23]3[C:31]4[C:27](=[CH:28][N:29]([CH2:32][O:33][CH2:34][CH2:35][Si:36]([CH3:39])([CH3:38])[CH3:37])[N:30]=4)[CH:26]=[C:25]([C:40]([F:43])([F:42])[F:41])[CH:24]=3)[CH2:12][CH2:11][N:10]([C:13]([O:15][C:16]([CH3:19])([CH3:18])[CH3:17])=[O:14])[CH2:9][CH2:8]2)[CH:6]=[CH:5][CH:4]=[CH:3][CH:2]=1.[C:44]([Li])(C)(C)C.IC.[Cl-].[NH4+], predict the reaction product. The product is: [CH3:44][C:28]1[N:29]([CH2:32][O:33][CH2:34][CH2:35][Si:36]([CH3:37])([CH3:39])[CH3:38])[N:30]=[C:31]2[C:27]=1[CH:26]=[C:25]([C:40]([F:41])([F:43])[F:42])[CH:24]=[C:23]2[CH2:22][O:21][CH2:20][C:7]1([C:1]2[CH:2]=[CH:3][CH:4]=[CH:5][CH:6]=2)[CH2:8][CH2:9][N:10]([C:13]([O:15][C:16]([CH3:18])([CH3:19])[CH3:17])=[O:14])[CH2:11][CH2:12]1.